This data is from Full USPTO retrosynthesis dataset with 1.9M reactions from patents (1976-2016). The task is: Predict the reactants needed to synthesize the given product. Given the product [Cl:40][C:35]1[CH:34]=[C:33]([CH2:32][CH2:31][NH:30][C:2]2[N:3]=[C:4]([CH3:29])[CH:5]=[C:6]([C:8]3[CH:28]=[CH:27][CH:26]=[C:10]([CH2:11][N:12]4[CH2:17][CH2:16][NH:15][CH2:14][C@@H:13]4[CH3:25])[CH:9]=3)[N:7]=2)[CH:38]=[CH:37][C:36]=1[OH:39], predict the reactants needed to synthesize it. The reactants are: Cl[C:2]1[N:7]=[C:6]([C:8]2[CH:9]=[C:10]([CH:26]=[CH:27][CH:28]=2)[CH2:11][N:12]2[CH2:17][CH2:16][N:15](C(OC(C)(C)C)=O)[CH2:14][C@@H:13]2[CH3:25])[CH:5]=[C:4]([CH3:29])[N:3]=1.[NH2:30][CH2:31][CH2:32][C:33]1[CH:38]=[CH:37][C:36]([OH:39])=[C:35]([Cl:40])[CH:34]=1.